From a dataset of Forward reaction prediction with 1.9M reactions from USPTO patents (1976-2016). Predict the product of the given reaction. (1) Given the reactants [C:1]([O:5][C:6](=[O:21])[CH2:7]/[C:8](=[CH:12]\[CH2:13][CH2:14][C:15]1[CH:20]=[CH:19][CH:18]=[CH:17][CH:16]=1)/[C:9]([OH:11])=[O:10])([CH3:4])([CH3:3])[CH3:2].C1(N)CCCCC1, predict the reaction product. The product is: [C:1]([O:5][C:6](=[O:21])[CH2:7][C@@H:8]([CH2:12][CH2:13][CH2:14][C:15]1[CH:16]=[CH:17][CH:18]=[CH:19][CH:20]=1)[C:9]([OH:11])=[O:10])([CH3:4])([CH3:2])[CH3:3]. (2) The product is: [C:1]1([N:7]([C:8]2[CH:9]=[CH:10][C:11]([CH3:14])=[CH:12][CH:13]=2)[C:16]2[CH:21]=[CH:20][C:19]([C:22]3[CH:27]=[CH:26][C:25]([C:28]4[CH:33]=[CH:32][C:31]([N:7]([C:1]5[CH:6]=[CH:5][CH:4]=[CH:3][CH:2]=5)[C:50]5[CH:49]=[CH:48][C:47]([CH3:46])=[CH:52][CH:51]=5)=[CH:30][CH:29]=4)=[CH:24][CH:23]=3)=[CH:18][CH:17]=2)[CH:2]=[CH:3][CH:4]=[CH:5][CH:6]=1. Given the reactants [C:1]1([NH:7][C:8]2[CH:13]=[CH:12][C:11]([CH3:14])=[CH:10][CH:9]=2)[CH:6]=[CH:5][CH:4]=[CH:3][CH:2]=1.I[C:16]1[CH:21]=[CH:20][C:19]([C:22]2[CH:27]=[CH:26][C:25]([C:28]3[CH:33]=[CH:32][C:31](I)=[CH:30][CH:29]=3)=[CH:24][CH:23]=2)=[CH:18][CH:17]=1.C(=O)([O-])[O-].[K+].[K+].CCCCC[CH2:46][CH2:47][CH2:48][CH2:49][CH2:50][CH2:51][CH3:52], predict the reaction product.